Task: Binary Classification. Given a drug SMILES string, predict its activity (active/inactive) in a high-throughput screening assay against a specified biological target.. Dataset: Kir2.1 potassium channel HTS with 301,493 compounds (1) The drug is S(=O)(=O)(NCc1oc(SCc2ccc(cc2)C(F)(F)F)nn1)C. The result is 0 (inactive). (2) The drug is s1c(NC(=O)CCC(=O)N2CCN(CC2)Cc2c(cc(cc2)C)C)nnc1C(C)C. The result is 0 (inactive). (3) The drug is Clc1ccc(c2[nH]n3c(NC(=O)CC)cc(=O)nc3n2)cc1. The result is 0 (inactive). (4) The compound is O=C(Nc1cc2CCCc2cc1)Nc1cc([N+]([O-])=O)ccc1. The result is 0 (inactive). (5) The molecule is S(c1n(c(nn1)c1cccnc1)c1c(F)cccc1)Cc1nc2sccn2c(=O)c1. The result is 0 (inactive). (6) The compound is O=C(N1C(Cc2c1cccc2)C)c1cc(ncc1)C(C)(C)C. The result is 0 (inactive). (7) The result is 0 (inactive). The drug is N(CCCc1ccccc1)(CCCc1ccccc1)CC. (8) The drug is Fc1ccc(c2nn(Cc3ccc(cc3)C)cc2C=O)cc1. The result is 0 (inactive). (9) The drug is O=c1n2[nH]c(c(c2nc(c1)CC)c1ccccc1)c1ccccc1. The result is 0 (inactive).